From a dataset of Kir2.1 potassium channel HTS with 301,493 compounds. Binary Classification. Given a drug SMILES string, predict its activity (active/inactive) in a high-throughput screening assay against a specified biological target. (1) The compound is O1N=C(C([N+]([O-])=O)C1c1c(O)cccc1)c1ccccc1. The result is 0 (inactive). (2) The drug is S(c1n(c(=O)c2c(n1)cccc2)C)CC(=O)Nc1c(OC(C)C)cccc1. The result is 1 (active). (3) The molecule is Clc1cc(N(CC(=O)NCc2cc3OCOc3cc2)C(=O)c2nnsc2)ccc1F. The result is 0 (inactive). (4) The result is 0 (inactive). The drug is O=C(N1CCN(CC1)Cc1cc2OCOc2cc1)c1cc(ccc1)C. (5) The compound is S(=O)(=O)(NCc1nn2c(cc(nc2n1)C)C)c1cc(OC)c(OC)cc1. The result is 0 (inactive).